This data is from Retrosynthesis with 50K atom-mapped reactions and 10 reaction types from USPTO. The task is: Predict the reactants needed to synthesize the given product. (1) The reactants are: CC(C)(C)c1ccc(N)cc1.O=C(O)c1ccc(Br)cn1. Given the product CC(C)(C)c1ccc(NC(=O)c2ccc(Br)cn2)cc1, predict the reactants needed to synthesize it. (2) Given the product COC(=O)Cc1ccc([N+](=O)[O-])c(N(C)C)c1, predict the reactants needed to synthesize it. The reactants are: CNC.COC(=O)Cc1ccc([N+](=O)[O-])c(Br)c1. (3) Given the product CCN1CCCC(N2CCC(O)(C#Cc3cccc(Cl)c3)CC2)C1, predict the reactants needed to synthesize it. The reactants are: CCN1CCCC(=O)C1.OC1(C#Cc2cccc(Cl)c2)CCNCC1.